This data is from Reaction yield outcomes from USPTO patents with 853,638 reactions. The task is: Predict the reaction yield, written as a fraction of the theoretical maximum amount of product (1.0 means a 100% yield; for example, 0.34 means a 34% yield). (1) The reactants are [C:1]1([C:7]2[N:11]=[C:10]([N:12]3[CH2:17][CH2:16][NH:15][CH2:14][CH2:13]3)[S:9][N:8]=2)[CH:6]=[CH:5][CH:4]=[CH:3][CH:2]=1.C(N(CC)CC)C.[CH3:25][O:26][C:27]1[CH:32]=[CH:31][C:30]([N:33]=[C:34]=[O:35])=[CH:29][CH:28]=1.CCCCCC. The catalyst is O1CCCC1. The product is [CH3:25][O:26][C:27]1[CH:32]=[CH:31][C:30]([NH:33][C:34]([N:15]2[CH2:16][CH2:17][N:12]([C:10]3[S:9][N:8]=[C:7]([C:1]4[CH:2]=[CH:3][CH:4]=[CH:5][CH:6]=4)[N:11]=3)[CH2:13][CH2:14]2)=[O:35])=[CH:29][CH:28]=1. The yield is 0.561. (2) The reactants are [OH:1][C:2]1[CH:3]=[N:4][CH:5]=[CH:6][C:7]=1[NH2:8].[NH2:9][C:10]1[CH:18]=[CH:17][CH:16]=[CH:15][C:11]=1[C:12](O)=O. No catalyst specified. The yield is 0.310. The product is [N:8]1[C:7]2[CH:6]=[CH:5][N:4]=[CH:3][C:2]=2[O:1][C:12]=1[C:11]1[CH:15]=[CH:16][CH:17]=[CH:18][C:10]=1[NH2:9].